This data is from Full USPTO retrosynthesis dataset with 1.9M reactions from patents (1976-2016). The task is: Predict the reactants needed to synthesize the given product. (1) Given the product [CH3:26][N:27]1[CH2:32][CH2:31][N:30]([CH:17]=[O:18])[CH2:29][CH2:28]1, predict the reactants needed to synthesize it. The reactants are: ClC1N=C(N2CCOCC2)C2SC(C3C=C([C:17](O)=[O:18])C=NC=3)=CC=2N=1.[CH3:26][N:27]1[CH2:32][CH2:31][NH:30][CH2:29][CH2:28]1. (2) Given the product [F:14][C:13]([F:16])([F:15])[C:8]1[CH:9]=[CH:10][CH:11]=[CH:12][C:7]=1[CH:6]=[CH:5][C:4](=[O:17])[CH3:22], predict the reactants needed to synthesize it. The reactants are: CON(C)[C:4](=[O:17])[CH:5]=[CH:6][C:7]1[CH:12]=[CH:11][CH:10]=[CH:9][C:8]=1[C:13]([F:16])([F:15])[F:14].C[Li].O.[C:22](OCC)(=O)C. (3) The reactants are: [C:1]([C:5]1[CH:6]=[C:7]([CH:36]=[C:37]([C:39]([O:41]C)=[O:40])[CH:38]=1)[CH2:8][CH:9]([CH2:13][CH2:14][CH2:15][S:16]C(C1C=CC=CC=1)(C1C=CC=CC=1)C1C=CC=CC=1)[C:10]([OH:12])=[O:11])([CH3:4])([CH3:3])[CH3:2].C([SiH](C(C)C)C(C)C)(C)C.FC(F)(F)C(O)=O. Given the product [C:39]([C:37]1[CH:36]=[C:7]([CH2:8][CH:9]([CH2:13][CH2:14][CH2:15][SH:16])[C:10]([OH:12])=[O:11])[CH:6]=[C:5]([C:1]([CH3:3])([CH3:4])[CH3:2])[CH:38]=1)([OH:41])=[O:40], predict the reactants needed to synthesize it. (4) Given the product [C:1]([C:5]1[CH:6]=[CH:7][C:8]([C:11]2[C:20]3[C:15](=[C:16]([C:21]([F:22])([F:24])[F:23])[CH:17]=[CH:18][CH:19]=3)[N:14]=[CH:13][C:12]=2[CH2:25][C:27]2[CH:32]=[CH:31][CH:30]=[CH:29][N:28]=2)=[CH:9][CH:10]=1)([CH3:4])([CH3:2])[CH3:3], predict the reactants needed to synthesize it. The reactants are: [C:1]([C:5]1[CH:10]=[CH:9][C:8]([C:11]2[C:20]3[C:15](=[C:16]([C:21]([F:24])([F:23])[F:22])[CH:17]=[CH:18][CH:19]=3)[N:14]=[CH:13][C:12]=2[C:25]([C:27]2[CH:32]=[CH:31][CH:30]=[CH:29][N:28]=2)=O)=[CH:7][CH:6]=1)([CH3:4])([CH3:3])[CH3:2].C1(C(C2C=NC3C(C=2C2C=CC=CC=2)=CC=CC=3C(F)(F)F)=O)C=CC=CC=1. (5) Given the product [Cl:1][C:2]1[CH:3]=[CH:4][C:5]([C:28]([F:31])([F:30])[F:29])=[C:6]([CH:27]=1)[CH2:7][N:8]1[CH2:13][CH2:12][NH:11][C:10]2[N:14]=[CH:15][C:16]([C:18]3[CH:19]=[C:20]([CH:24]=[CH:25][CH:26]=3)[C:21]([NH:38][CH:32]3[CH2:37][CH2:36][CH2:35][CH2:34][CH2:33]3)=[O:23])=[CH:17][C:9]1=2, predict the reactants needed to synthesize it. The reactants are: [Cl:1][C:2]1[CH:3]=[CH:4][C:5]([C:28]([F:31])([F:30])[F:29])=[C:6]([CH:27]=1)[CH2:7][N:8]1[CH2:13][CH2:12][NH:11][C:10]2[N:14]=[CH:15][C:16]([C:18]3[CH:19]=[C:20]([CH:24]=[CH:25][CH:26]=3)[C:21]([OH:23])=O)=[CH:17][C:9]1=2.[CH:32]1([NH2:38])[CH2:37][CH2:36][CH2:35][CH2:34][CH2:33]1. (6) Given the product [Cl:1][C:2]1[C:7]([C:8]2[CH:9]=[CH:10][CH:11]=[CH:12][CH:13]=2)=[N:6][N:5]=[C:4]2[N:14]([CH2:23][C:24]([N:27]3[CH2:32][CH2:31][CH2:30][CH:29]([C:33]#[N:34])[CH2:28]3)=[O:26])[N:15]=[C:16]([C:17]3[CH:18]=[CH:19][CH:20]=[CH:21][CH:22]=3)[C:3]=12, predict the reactants needed to synthesize it. The reactants are: [Cl:1][C:2]1[C:7]([C:8]2[CH:13]=[CH:12][CH:11]=[CH:10][CH:9]=2)=[N:6][N:5]=[C:4]2[N:14]([CH2:23][C:24]([OH:26])=O)[N:15]=[C:16]([C:17]3[CH:22]=[CH:21][CH:20]=[CH:19][CH:18]=3)[C:3]=12.[NH:27]1[CH2:32][CH2:31][CH2:30][CH:29]([C:33]#[N:34])[CH2:28]1.C(N(C(C)C)CC)(C)C.F[P-](F)(F)(F)(F)F.N1(OC(N(C)C)=[N+](C)C)C2N=CC=CC=2N=N1. (7) Given the product [N:1]1([CH2:14][CH2:13][CH2:12][Br:11])[C:10]2[C:5](=[CH:6][CH:7]=[CH:8][CH:9]=2)[CH2:4][CH2:3][CH2:2]1, predict the reactants needed to synthesize it. The reactants are: [NH:1]1[C:10]2[C:5](=[CH:6][CH:7]=[CH:8][CH:9]=2)[CH2:4][CH2:3][CH2:2]1.[Br:11][CH2:12][CH2:13][CH2:14]Br.C([O-])([O-])=O.[Na+].[Na+].